From a dataset of Forward reaction prediction with 1.9M reactions from USPTO patents (1976-2016). Predict the product of the given reaction. The product is: [N:17]1[CH:18]=[CH:19][CH:20]=[CH:21][C:16]=1[N:6]1[C:5]2[CH:4]=[C:3]([OH:2])[CH:15]=[CH:14][C:13]=2[C:12]2[C:7]1=[CH:8][CH:9]=[CH:10][CH:11]=2. Given the reactants C[O:2][C:3]1[CH:15]=[CH:14][C:13]2[C:12]3[C:7](=[CH:8][CH:9]=[CH:10][CH:11]=3)[N:6]([C:16]3[CH:21]=[CH:20][CH:19]=[CH:18][N:17]=3)[C:5]=2[CH:4]=1.Cl.[NH+]1C=CC=CC=1, predict the reaction product.